This data is from NCI-60 drug combinations with 297,098 pairs across 59 cell lines. The task is: Regression. Given two drug SMILES strings and cell line genomic features, predict the synergy score measuring deviation from expected non-interaction effect. (1) Drug 1: CC1=C2C(C(=O)C3(C(CC4C(C3C(C(C2(C)C)(CC1OC(=O)C(C(C5=CC=CC=C5)NC(=O)OC(C)(C)C)O)O)OC(=O)C6=CC=CC=C6)(CO4)OC(=O)C)OC)C)OC. Drug 2: CC1CCCC2(C(O2)CC(NC(=O)CC(C(C(=O)C(C1O)C)(C)C)O)C(=CC3=CSC(=N3)C)C)C. Cell line: UO-31. Synergy scores: CSS=37.9, Synergy_ZIP=1.30, Synergy_Bliss=2.29, Synergy_Loewe=0.961, Synergy_HSA=3.05. (2) Drug 1: C1=CC(=C2C(=C1NCCNCCO)C(=O)C3=C(C=CC(=C3C2=O)O)O)NCCNCCO. Drug 2: C1=CC=C(C(=C1)C(C2=CC=C(C=C2)Cl)C(Cl)Cl)Cl. Cell line: PC-3. Synergy scores: CSS=26.7, Synergy_ZIP=2.58, Synergy_Bliss=3.63, Synergy_Loewe=-12.7, Synergy_HSA=4.38. (3) Drug 1: CC1C(C(CC(O1)OC2CC(CC3=C2C(=C4C(=C3O)C(=O)C5=C(C4=O)C(=CC=C5)OC)O)(C(=O)CO)O)N)O.Cl. Drug 2: C1C(C(OC1N2C=NC(=NC2=O)N)CO)O. Cell line: HS 578T. Synergy scores: CSS=9.72, Synergy_ZIP=-4.95, Synergy_Bliss=-2.58, Synergy_Loewe=-0.765, Synergy_HSA=0.273. (4) Drug 1: C1CCC(CC1)NC(=O)N(CCCl)N=O. Drug 2: CN(C)C1=NC(=NC(=N1)N(C)C)N(C)C. Cell line: SN12C. Synergy scores: CSS=20.6, Synergy_ZIP=-1.62, Synergy_Bliss=4.87, Synergy_Loewe=-2.31, Synergy_HSA=3.64. (5) Drug 1: C1CCC(C1)C(CC#N)N2C=C(C=N2)C3=C4C=CNC4=NC=N3. Drug 2: C1=CC(=CC=C1CCC2=CNC3=C2C(=O)NC(=N3)N)C(=O)NC(CCC(=O)O)C(=O)O. Cell line: ACHN. Synergy scores: CSS=19.4, Synergy_ZIP=-8.46, Synergy_Bliss=-3.90, Synergy_Loewe=-13.1, Synergy_HSA=-3.33. (6) Drug 1: CC1=C2C(C(=O)C3(C(CC4C(C3C(C(C2(C)C)(CC1OC(=O)C(C(C5=CC=CC=C5)NC(=O)OC(C)(C)C)O)O)OC(=O)C6=CC=CC=C6)(CO4)OC(=O)C)O)C)O. Drug 2: CC1C(C(CC(O1)OC2CC(CC3=C2C(=C4C(=C3O)C(=O)C5=CC=CC=C5C4=O)O)(C(=O)C)O)N)O. Cell line: SK-MEL-2. Synergy scores: CSS=42.1, Synergy_ZIP=0.684, Synergy_Bliss=3.50, Synergy_Loewe=-3.26, Synergy_HSA=-0.668.